From a dataset of Forward reaction prediction with 1.9M reactions from USPTO patents (1976-2016). Predict the product of the given reaction. (1) The product is: [OH:22][C:12]1[CH:11]=[C:10]([C:7]([CH3:8])([CH3:9])[C:6]([NH:5][CH2:1][CH:2]([CH3:3])[CH3:4])=[O:24])[CH:15]=[CH:14][C:13]=1[C:16]1[C:20]([CH3:21])=[CH:19][S:18][CH:17]=1. Given the reactants [CH2:1]([NH:5][C:6](=[O:24])[C:7]([C:10]1[CH:15]=[CH:14][C:13]([C:16]2[C:20]([CH3:21])=[CH:19][S:18][CH:17]=2)=[C:12]([O:22]C)[CH:11]=1)([CH3:9])[CH3:8])[CH:2]([CH3:4])[CH3:3].B(Br)(Br)Br.Cl, predict the reaction product. (2) Given the reactants [Cl:1][C:2]1[C:10]([Cl:11])=[C:9]2[C:5]([CH2:6][C:7]([CH:14]3[CH2:18][CH2:17][CH2:16][CH2:15]3)([CH3:13])[C:8]2=[O:12])=[CH:4][C:3]=1[OH:19].Br[CH2:21][C:22]1[CH:27]=[CH:26][C:25]([N:28]2[CH:32]=[N:31][CH:30]=[N:29]2)=[CH:24][CH:23]=1.C(=O)([O-])[O-].[Cs+].[Cs+], predict the reaction product. The product is: [Cl:1][C:2]1[C:10]([Cl:11])=[C:9]2[C:5]([CH2:6][C:7]([CH:14]3[CH2:18][CH2:17][CH2:16][CH2:15]3)([CH3:13])[C:8]2=[O:12])=[CH:4][C:3]=1[O:19][CH2:21][C:22]1[CH:23]=[CH:24][C:25]([N:28]2[CH:32]=[N:31][CH:30]=[N:29]2)=[CH:26][CH:27]=1.